This data is from Retrosynthesis with 50K atom-mapped reactions and 10 reaction types from USPTO. The task is: Predict the reactants needed to synthesize the given product. (1) Given the product CC(C)(CN)NC(=O)N1Cc2ccccc2Oc2ccc(Cl)cc21, predict the reactants needed to synthesize it. The reactants are: CC(C)(CNC(=O)OCc1ccccc1)NC(=O)N1Cc2ccccc2Oc2ccc(Cl)cc21. (2) Given the product CCOC(=O)c1ccc(NC(=O)C(C)CS)nc1, predict the reactants needed to synthesize it. The reactants are: CCOC(=O)c1ccc(NC(=O)C(C)CSC(C)=O)nc1.